This data is from Forward reaction prediction with 1.9M reactions from USPTO patents (1976-2016). The task is: Predict the product of the given reaction. (1) Given the reactants C(O[C:4]([C:6]1[N:11]=[C:10]([C:12]2[CH:17]=[CH:16][CH:15]=[CH:14][CH:13]=2)[C:9]2[N:18]=[C:19]([C:21]3[CH:26]=[CH:25][CH:24]=[CH:23][CH:22]=3)[S:20][C:8]=2[C:7]=1[OH:27])=[O:5])C.[NH2:28][CH2:29][C:30]([OH:32])=[O:31], predict the reaction product. The product is: [OH:27][C:7]1[C:8]2[S:20][C:19]([C:21]3[CH:22]=[CH:23][CH:24]=[CH:25][CH:26]=3)=[N:18][C:9]=2[C:10]([C:12]2[CH:17]=[CH:16][CH:15]=[CH:14][CH:13]=2)=[N:11][C:6]=1[C:4]([NH:28][CH2:29][C:30]([OH:32])=[O:31])=[O:5]. (2) The product is: [CH2:43]([C:45]1[S:46][CH:47]=[C:48](/[CH:50]=[CH:27]\[C:26]2[C:22]([O:14][CH2:15][C:16]3[CH:39]=[CH:38][C:19]([O:20][CH2:21][C:22]4[N:23]=[C:24]([C:28]5[CH:29]=[C:30]([CH:35]=[CH:36][CH:37]=5)[C:31]([O:33][CH3:34])=[O:32])[O:25][C:26]=4[CH3:27])=[C:18]([O:40][CH3:41])[CH:17]=3)=[N:23][N:77]([C:80]3[CH:38]=[CH:39][CH:16]=[CH:17][CH:18]=3)[CH:76]=2)[N:49]=1)[CH3:44]. Given the reactants C(C1CN([O:14][CH2:15][C:16]2[CH:39]=[CH:38][C:19]([O:20][CH2:21][C:22]3[N:23]=[C:24]([C:28]4[CH:29]=[C:30]([CH:35]=[CH:36][CH:37]=4)[C:31]([O:33][CH3:34])=[O:32])[O:25][C:26]=3[CH3:27])=[C:18]([O:40][CH3:41])[CH:17]=2)N(C2C=CC=CC=2)C=1)=O.[Cl-].[CH2:43]([C:45]1[S:46][CH:47]=[C:48]([CH2:50][P+](C2C=CC=CC=2)(C2C=CC=CC=2)C2C=CC=CC=2)[N:49]=1)[CH3:44].C(=O)([O-])[O-].[K+].[K+].[CH3:76][N:77]([CH3:80])C=O, predict the reaction product. (3) Given the reactants C[Si]([C:5]#[CH:6])(C)C.C([Li])[CH2:8][CH2:9][CH3:10].[F:12][C:13]([F:21])([F:20])[CH2:14][CH2:15][Si:16](Cl)(Cl)Cl.[CH:22]([Li])([CH3:24])[CH3:23].[Cl-].[NH4+], predict the reaction product. The product is: [F:12][C:13]([F:21])([F:20])[CH2:14][CH2:15][Si:16]([C:5]#[CH:6])([CH:22]([CH3:24])[CH3:23])[CH:9]([CH3:10])[CH3:8]. (4) Given the reactants [C:1](OC(=O)C)(=[O:3])[CH3:2].[OH:8][CH:9]([C:28]1[CH:33]=[CH:32][CH:31]=[CH:30][CH:29]=1)[CH2:10][C:11]1[C:19](=[O:20])[N:18]2[C:14]([NH:15][C:16]3[CH:24]=[CH:23][CH:22]=[CH:21][C:17]=32)=[C:13]([C:25]#[N:26])[C:12]=1[CH3:27].N1C=CC=CC=1, predict the reaction product. The product is: [C:1]([O:8][CH:9]([C:28]1[CH:29]=[CH:30][CH:31]=[CH:32][CH:33]=1)[CH2:10][C:11]1[C:19](=[O:20])[N:18]2[C:14]([NH:15][C:16]3[CH:24]=[CH:23][CH:22]=[CH:21][C:17]=32)=[C:13]([C:25]#[N:26])[C:12]=1[CH3:27])(=[O:3])[CH3:2]. (5) Given the reactants [NH2:1][N:2]1[C:7](=[O:8])[C:6]2[CH:9]=[CH:10][S:11][C:5]=2[C:4]([C:12]2[CH:17]=[CH:16][CH:15]=[CH:14][CH:13]=2)=[N:3]1.C(N(CC)CC)C.[F:25][C:26]1[CH:27]=[C:28]([CH2:33][C:34](O)=[O:35])[CH:29]=[C:30]([F:32])[CH:31]=1.F[B-](F)(F)F.N1(OC(N(C)C)=[N+](C)C)C2C=CC=CC=2N=N1, predict the reaction product. The product is: [F:25][C:26]1[CH:27]=[C:28]([CH2:33][C:34]([NH:1][N:2]2[C:7](=[O:8])[C:6]3[CH:9]=[CH:10][S:11][C:5]=3[C:4]([C:12]3[CH:17]=[CH:16][CH:15]=[CH:14][CH:13]=3)=[N:3]2)=[O:35])[CH:29]=[C:30]([F:32])[CH:31]=1. (6) Given the reactants [OH:1][CH2:2][CH2:3][CH2:4][CH:5]1[CH2:10][CH2:9][N:8]([C:11]([O:13][C:14]([CH3:17])([CH3:16])[CH3:15])=[O:12])[CH2:7][CH2:6]1.N1C=CC=CC=1.[CH3:24][S:25](Cl)(=[O:27])=[O:26], predict the reaction product. The product is: [CH3:24][S:25]([O:1][CH2:2][CH2:3][CH2:4][CH:5]1[CH2:10][CH2:9][N:8]([C:11]([O:13][C:14]([CH3:17])([CH3:16])[CH3:15])=[O:12])[CH2:7][CH2:6]1)(=[O:27])=[O:26]. (7) Given the reactants [Cl:1][C:2]1[CH:7]=[CH:6][C:5]([NH:8][S:9]([C:12]2[CH:17]=[CH:16][C:15]([O:18][CH3:19])=[C:14]([O:20][CH3:21])[CH:13]=2)(=[O:11])=[O:10])=[C:4]([CH2:22][C:23]2[C:28]([F:29])=[CH:27][CH:26]=[CH:25][C:24]=2[F:30])[CH:3]=1.[C:31]([O:36][CH3:37])(=[O:35])[CH:32]([CH3:34])O, predict the reaction product. The product is: [Cl:1][C:2]1[CH:7]=[CH:6][C:5]([N:8]([S:9]([C:12]2[CH:17]=[CH:16][C:15]([O:18][CH3:19])=[C:14]([O:20][CH3:21])[CH:13]=2)(=[O:10])=[O:11])[C@H:32]([C:31]([O:36][CH3:37])=[O:35])[CH3:34])=[C:4]([CH2:22][C:23]2[C:28]([F:29])=[CH:27][CH:26]=[CH:25][C:24]=2[F:30])[CH:3]=1. (8) The product is: [CH:40]([C:36]1[CH:37]=[CH:38][CH:39]=[C:33]([CH:30]([CH3:32])[CH3:31])[C:34]=1/[N:35]=[CH:1]/[C:3]1[N:8]=[C:7]([C:9]2[CH:29]=[CH:28][CH:27]=[CH:26][C:10]=2[CH2:11][N:12]([C:20]2[CH:21]=[CH:22][CH:23]=[CH:24][CH:25]=2)[C:13](=[O:19])[O:14][C:15]([CH3:17])([CH3:16])[CH3:18])[CH:6]=[CH:5][CH:4]=1)([CH3:42])[CH3:41]. Given the reactants [CH:1]([C:3]1[N:8]=[C:7]([C:9]2[CH:29]=[CH:28][CH:27]=[CH:26][C:10]=2[CH2:11][N:12]([C:20]2[CH:25]=[CH:24][CH:23]=[CH:22][CH:21]=2)[C:13](=[O:19])[O:14][C:15]([CH3:18])([CH3:17])[CH3:16])[CH:6]=[CH:5][CH:4]=1)=O.[CH:30]([C:33]1[CH:39]=[CH:38][CH:37]=[C:36]([CH:40]([CH3:42])[CH3:41])[C:34]=1[NH2:35])([CH3:32])[CH3:31].O.C1(C)C=CC(S(O)(=O)=O)=CC=1, predict the reaction product. (9) Given the reactants [Br:1][C:2]1[C:11]2[C:6](=[CH:7][C:8]([C:12]3[O:13][C:14]4[CH:26]=[CH:25][CH:24]=[CH:23][C:15]=4[C:16]=3[C:17](=[O:22])[CH2:18][CH2:19][CH2:20][CH3:21])=[CH:9][CH:10]=2)[CH:5]=[CH:4][C:3]=1[O:27][CH2:28][C:29]([O:31]CC)=[O:30].[OH-].[Na+], predict the reaction product. The product is: [Br:1][C:2]1[C:11]2[C:6](=[CH:7][C:8]([C:12]3[O:13][C:14]4[CH:26]=[CH:25][CH:24]=[CH:23][C:15]=4[C:16]=3[C:17](=[O:22])[CH2:18][CH2:19][CH2:20][CH3:21])=[CH:9][CH:10]=2)[CH:5]=[CH:4][C:3]=1[O:27][CH2:28][C:29]([OH:31])=[O:30].